Dataset: TCR-epitope binding with 47,182 pairs between 192 epitopes and 23,139 TCRs. Task: Binary Classification. Given a T-cell receptor sequence (or CDR3 region) and an epitope sequence, predict whether binding occurs between them. The epitope is VTEHDTLLY. The TCR CDR3 sequence is CASSLVRVRTSGYYEQYF. Result: 1 (the TCR binds to the epitope).